This data is from Full USPTO retrosynthesis dataset with 1.9M reactions from patents (1976-2016). The task is: Predict the reactants needed to synthesize the given product. (1) Given the product [O:4]=[C:5]1[CH2:10][CH2:9][C:8]([C:11]2[CH:12]=[CH:13][C:14]([C:15]([O:17][CH3:18])=[O:16])=[CH:19][CH:20]=2)=[CH:7][CH2:6]1, predict the reactants needed to synthesize it. The reactants are: O1[C:5]2([CH2:10][CH2:9][C:8]([C:11]3[CH:20]=[CH:19][C:14]([C:15]([O:17][CH3:18])=[O:16])=[CH:13][CH:12]=3)=[CH:7][CH2:6]2)[O:4]CC1.C1(C)C=CC(S(O)(=O)=O)=CC=1. (2) Given the product [Br:1][C:2]1[CH:3]=[C:4]2[CH:10]=[CH:9][N:8]([Si:24]([CH:29]([CH3:31])[CH3:30])([CH:26]([CH3:28])[CH3:27])[CH:21]([CH3:23])[CH3:22])[C:5]2=[N:6][CH:7]=1, predict the reactants needed to synthesize it. The reactants are: [Br:1][C:2]1[CH:3]=[C:4]2[CH:10]=[CH:9][NH:8][C:5]2=[N:6][CH:7]=1.C[Si](C)(C)[N-][Si](C)(C)C.[Li+].[CH:21]([Si:24]([CH:29]([CH3:31])[CH3:30])([CH:26]([CH3:28])[CH3:27])Cl)([CH3:23])[CH3:22].